Predict the reaction yield, written as a fraction of the theoretical maximum amount of product (1.0 means a 100% yield; for example, 0.34 means a 34% yield). From a dataset of Reaction yield outcomes from USPTO patents with 853,638 reactions. (1) The reactants are Cl.C(OC([NH:9][CH2:10][CH2:11][CH2:12][N:13]1[C:17]([C:18](OCC)=[O:19])=[CH:16][C:15]([CH2:23][O:24][C:25]2[CH:30]=[CH:29][CH:28]=[CH:27][CH:26]=2)=[N:14]1)=O)(C)(C)C.C([O-])([O-])=O.[Na+].[Na+]. The catalyst is O1CCOCC1.O. The product is [O:24]([CH2:23][C:15]1[CH:16]=[C:17]2[C:18](=[O:19])[NH:9][CH2:10][CH2:11][CH2:12][N:13]2[N:14]=1)[C:25]1[CH:30]=[CH:29][CH:28]=[CH:27][CH:26]=1. The yield is 0.970. (2) The reactants are O[CH2:2][C:3]1([C:6]#[N:7])[CH2:5][CH2:4]1.[C:8]1(=[O:18])[NH:12][C:11](=[O:13])[C:10]2=[CH:14][CH:15]=[CH:16][CH:17]=[C:9]12.C1(P(C2C=CC=CC=2)C2C=CC=CC=2)C=CC=CC=1.CCOC(/N=N/C(OCC)=O)=O. The catalyst is C1COCC1. The product is [O:13]=[C:11]1[C:10]2[C:9](=[CH:17][CH:16]=[CH:15][CH:14]=2)[C:8](=[O:18])[N:12]1[CH2:2][C:3]1([C:6]#[N:7])[CH2:5][CH2:4]1. The yield is 0.680. (3) The reactants are [C:1]1(C)[C:2]([S:7](Cl)(=[O:9])=[O:8])=[CH:3][CH:4]=[CH:5][CH:6]=1.[CH2:12](N(CC)CC)C.[OH:19][CH2:20][CH2:21][CH2:22][CH2:23][CH2:24][CH2:25][CH2:26][CH2:27][CH2:28][O:29][C:30]1[CH:31]=[C:32]([C:36]([NH2:38])=[O:37])[CH:33]=[CH:34][CH:35]=1.C([O-])(O)=O.[Na+]. The catalyst is C(Cl)Cl. The product is [CH3:12][C:5]1[CH:6]=[CH:1][C:2]([S:7]([O:19][CH2:20][CH2:21][CH2:22][CH2:23][CH2:24][CH2:25][CH2:26][CH2:27][CH2:28][O:29][C:30]2[CH:35]=[CH:34][CH:33]=[C:32]([C:36]([NH2:38])=[O:37])[CH:31]=2)(=[O:8])=[O:9])=[CH:3][CH:4]=1. The yield is 0.690.